Dataset: Full USPTO retrosynthesis dataset with 1.9M reactions from patents (1976-2016). Task: Predict the reactants needed to synthesize the given product. (1) Given the product [CH2:1]([O:3][C:4]([C:6]1[N:7]([CH:29]([CH3:31])[CH3:30])[C:8]2[C:13]([CH:14]=1)=[CH:12][C:11]([O:15][CH2:16][C:17]1[CH:22]=[CH:21][CH:20]=[CH:19][CH:18]=1)=[CH:10][CH:9]=2)=[O:5])[CH3:2], predict the reactants needed to synthesize it. The reactants are: [CH2:1]([O:3][C:4]([C:6]1[NH:7][C:8]2[C:13]([CH:14]=1)=[CH:12][C:11]([O:15][CH2:16][C:17]1[CH:22]=[CH:21][CH:20]=[CH:19][CH:18]=1)=[CH:10][CH:9]=2)=[O:5])[CH3:2].C(=O)([O-])[O-].[Cs+].[Cs+].[CH:29](CS([O-])(=O)=O)([CH3:31])[CH3:30]. (2) Given the product [C:37]([O:36][C@@H:9]([C:10]1[C:11]([C:29]2[CH:30]=[CH:31][C:32]([Cl:35])=[CH:33][CH:34]=2)=[C:12]2[C:17](=[CH:18][C:19]=1[CH3:20])[N:16]1[CH:43]=[CH:44][N:45]=[C:15]1[CH:14]=[CH:13]2)[C:8]([OH:49])=[O:7])([CH3:40])([CH3:38])[CH3:39], predict the reactants needed to synthesize it. The reactants are: C([O:7][CH2:8][C@@H:9]([O:36][C:37]([CH3:40])([CH3:39])[CH3:38])[C:10]1[C:11]([C:29]2[CH:34]=[CH:33][C:32]([Cl:35])=[CH:31][CH:30]=2)=[C:12]2[C:17](=[CH:18][C:19]=1[CH3:20])[N:16]=[C:15](OS(C(F)(F)F)(=O)=O)[CH:14]=[CH:13]2)(=O)C(C)(C)C.CO[CH:43](OC)[CH2:44][NH2:45].C[O:49]C(OC)[C@@H](N)C(C)C. (3) Given the product [Br:1][C:2]1[CH:7]=[CH:6][C:5]([N:8]2[C:12](=[O:13])[N:11]([CH:18]([CH3:20])[CH3:19])[N:10]=[CH:9]2)=[C:4]([F:14])[CH:3]=1, predict the reactants needed to synthesize it. The reactants are: [Br:1][C:2]1[CH:7]=[CH:6][C:5]([N:8]2[C:12](=[O:13])[NH:11][N:10]=[CH:9]2)=[C:4]([F:14])[CH:3]=1.[OH-].[K+].Br[CH:18]([CH3:20])[CH3:19]. (4) Given the product [CH3:29][CH:13]1[C:14]2([CH2:19][CH2:18][CH2:17][N:16]([C:20]3[C:21]4[CH:28]=[CH:27][NH:26][C:22]=4[N:23]=[CH:24][N:25]=3)[CH2:15]2)[NH:11][CH2:12]1, predict the reactants needed to synthesize it. The reactants are: C(OC([N:11]1[C:14]2([CH2:19][CH2:18][CH2:17][N:16]([C:20]3[C:21]4[CH:28]=[CH:27][NH:26][C:22]=4[N:23]=[CH:24][N:25]=3)[CH2:15]2)[CH:13]([CH3:29])[CH2:12]1)=O)C1C=CC=CC=1. (5) Given the product [C:10]([C:14]1[CH:15]=[C:16]([C:29](=[O:31])[CH3:30])[CH:17]=[C:18]([N:22]2[CH2:26][C@@H:25]([O:27][CH2:32][O:33][CH3:34])[C@H:24]([OH:28])[CH2:23]2)[C:19]=1[O:20][CH3:21])([CH3:13])([CH3:11])[CH3:12], predict the reactants needed to synthesize it. The reactants are: C(N(C(C)C)CC)(C)C.[C:10]([C:14]1[CH:15]=[C:16]([C:29](=[O:31])[CH3:30])[CH:17]=[C:18]([N:22]2[CH2:26][C@@H:25]([OH:27])[C@H:24]([OH:28])[CH2:23]2)[C:19]=1[O:20][CH3:21])([CH3:13])([CH3:12])[CH3:11].[CH2:32](Cl)[O:33][CH3:34].C(OCC)(=O)C. (6) Given the product [CH3:13][O:12][C:7]1[CH:8]=[C:9]2[C:4](=[CH:5][CH:6]=1)[C:3]([O:14][C:15]1[CH:29]=[CH:28][C:18]([O:19][CH2:20][CH2:21][N:22]3[CH2:23][CH2:24][CH2:25][CH2:26][CH2:27]3)=[CH:17][CH:16]=1)=[C:2]([C:34]1[S:35][C:31]([CH3:30])=[CH:32][CH:33]=1)[CH:11]=[CH:10]2, predict the reactants needed to synthesize it. The reactants are: Br[C:2]1[CH:11]=[CH:10][C:9]2[C:4](=[CH:5][CH:6]=[C:7]([O:12][CH3:13])[CH:8]=2)[C:3]=1[O:14][C:15]1[CH:29]=[CH:28][C:18]([O:19][CH2:20][CH2:21][N:22]2[CH2:27][CH2:26][CH2:25][CH2:24][CH2:23]2)=[CH:17][CH:16]=1.[CH3:30][C:31]1[S:35][C:34](B(O)O)=[CH:33][CH:32]=1.CS(C)(=O)=O. (7) Given the product [CH3:32][O:31][C:4]1[CH:3]=[C:2]([CH3:33])[C:11]2[NH:10][C:9](=[O:12])[C:8]3[S:13][CH:14]=[CH:15][C:7]=3[C:6]=2[C:5]=1[C:16]1[CH:17]=[CH:18][C:19]([CH2:20][NH:21][C:22](=[O:28])[O:23][C:24]([CH3:26])([CH3:25])[CH3:27])=[CH:29][CH:30]=1, predict the reactants needed to synthesize it. The reactants are: Br[C:2]1[C:11]2[NH:10][C:9](=[O:12])[C:8]3[S:13][CH:14]=[CH:15][C:7]=3[C:6]=2[C:5]([C:16]2[CH:30]=[CH:29][C:19]([CH2:20][NH:21][C:22](=[O:28])[O:23][C:24]([CH3:27])([CH3:26])[CH3:25])=[CH:18][CH:17]=2)=[C:4]([O:31][CH3:32])[CH:3]=1.[CH3:33]B1OB(C)OB(C)O1. (8) Given the product [CH2:19]([O:21][C:22]([C:24]1([C@H:27]2[CH2:31][N:30]([C@H:32]([C:34]3[CH:39]=[CH:38][CH:37]=[CH:36][CH:35]=3)[CH3:33])[C:29](=[O:40])[C@H:28]2[F:41])[CH2:26][CH2:1][CH2:25]1)=[O:23])[CH3:20], predict the reactants needed to synthesize it. The reactants are: [CH:1](NC(C)C)(C)C.C([Li])CCC.CCCCCC.[CH2:19]([O:21][C:22]([C:24]1([C@@H:27]2[CH2:31][N:30]([C@H:32]([C:34]3[CH:39]=[CH:38][CH:37]=[CH:36][CH:35]=3)[CH3:33])[C:29](=[O:40])[C@H:28]2[F:41])[CH2:26][CH2:25]1)=[O:23])[CH3:20].C(C1C=CC=C(C(C)(C)C)C=1O)(C)(C)C.[Cl-].[NH4+]. (9) The reactants are: Cl[C:2]1[N:7]=[C:6]([C:8]2[N:9]([CH:14]([CH3:16])[CH3:15])[C:10]([CH3:13])=[N:11][CH:12]=2)[CH:5]=[CH:4][N:3]=1.Cl.[NH2:18][CH:19]1[CH2:24][CH2:23][CH2:22][CH:21]([C:25]([O:27][CH3:28])=[O:26])[CH2:20]1.C(N(CC)CC)C.C([O-])(O)=O.[Na+]. Given the product [CH3:13][C:10]1[N:9]([CH:14]([CH3:16])[CH3:15])[C:8]([C:6]2[CH:5]=[CH:4][N:3]=[C:2]([NH:18][CH:19]3[CH2:24][CH2:23][CH2:22][CH:21]([C:25]([O:27][CH3:28])=[O:26])[CH2:20]3)[N:7]=2)=[CH:12][N:11]=1, predict the reactants needed to synthesize it. (10) Given the product [CH3:21][N:20]([CH3:22])[C:12]1([C:15]2[S:16][CH:17]=[CH:18][CH:19]=2)[CH2:13][CH2:14][NH:9][CH2:10][CH2:11]1, predict the reactants needed to synthesize it. The reactants are: Cl.C(OC([N:9]1[CH2:14][CH2:13][C:12]([N:20]([CH3:22])[CH3:21])([C:15]2[S:16][CH:17]=[CH:18][CH:19]=2)[CH2:11][CH2:10]1)=O)(C)(C)C.O.C([O-])([O-])=O.[Na+].[Na+].